Binary Classification. Given a drug SMILES string, predict its activity (active/inactive) in a high-throughput screening assay against a specified biological target. From a dataset of HIV replication inhibition screening data with 41,000+ compounds from the AIDS Antiviral Screen. (1) The molecule is O=C(NCCNCCNCCNC(=O)c1cc(-c2ccccc2)nc2ccccc12)c1cc(-c2ccccc2)nc2ccccc12. The result is 0 (inactive). (2) The drug is CC(C)(C)OC(=O)CNC(=O)C(Cc1ccccc1)NC(=O)C(CSC(c1ccccc1)(c1ccccc1)c1ccccc1)NC(=O)CNC(=O)C(Cc1ccccc1)NC(=O)CNC(=O)C(CSC(c1ccccc1)c1ccccc1)NC(=O)C(CSC(c1ccccc1)(c1ccccc1)c1ccccc1)NC(=O)OCc1ccccc1. The result is 0 (inactive). (3) The result is 0 (inactive). The drug is C=CCn1c2c(sc1=S)C(S)NC=N2.